Dataset: Full USPTO retrosynthesis dataset with 1.9M reactions from patents (1976-2016). Task: Predict the reactants needed to synthesize the given product. (1) Given the product [CH:1]([C@:4]1([C:10]([N:12]2[CH2:13][CH:14]=[C:15]([C:18]3[CH:23]=[C:22]([C:24]([F:27])([F:26])[F:25])[CH:21]=[CH:20][N:19]=3)[CH2:16][CH2:17]2)=[O:11])[CH2:8][CH2:7][C@@H:6]([NH:9][CH:35]2[CH2:34][CH2:33][O:32][CH2:31][CH:30]2[O:29][CH3:28])[CH2:5]1)([CH3:3])[CH3:2], predict the reactants needed to synthesize it. The reactants are: [CH:1]([C@:4]1([C:10]([N:12]2[CH2:17][CH:16]=[C:15]([C:18]3[CH:23]=[C:22]([C:24]([F:27])([F:26])[F:25])[CH:21]=[CH:20][N:19]=3)[CH2:14][CH2:13]2)=[O:11])[CH2:8][CH2:7][C@@H:6]([NH2:9])[CH2:5]1)([CH3:3])[CH3:2].[CH3:28][O:29][CH:30]1[C:35](=O)[CH2:34][CH2:33][O:32][CH2:31]1.C(N(CC)CC)C.C(Cl)Cl.C(O[BH-](OC(=O)C)OC(=O)C)(=O)C.[Na+]. (2) Given the product [CH3:11][C:8]([CH3:12])([C:9](=[O:10])[CH:6]([CH3:14])[CH3:5])[C:7]([O:3][CH2:2][CH2:1][OH:4])=[O:13], predict the reactants needed to synthesize it. The reactants are: [CH2:1]([OH:4])[CH2:2][OH:3].[CH3:5][C:6]1([CH3:14])[C:9](=[O:10])[C:8]([CH3:12])([CH3:11])[C:7]1=[O:13].C(=O)([O-])[O-].[K+].[K+]. (3) The reactants are: CCCCCC.[H-].[Na+].[CH3:9][O:10][C:11]1[CH:12]=[C:13]([CH2:17][C:18]#[N:19])[CH:14]=[CH:15][CH:16]=1.Br[C:21]1[CH:26]=[CH:25][C:24]([Br:27])=[CH:23][N:22]=1. Given the product [Br:27][C:24]1[CH:25]=[CH:26][C:21]([CH:17]([C:13]2[CH:14]=[CH:15][CH:16]=[C:11]([O:10][CH3:9])[CH:12]=2)[C:18]#[N:19])=[N:22][CH:23]=1, predict the reactants needed to synthesize it. (4) Given the product [Br:12][C:13]1[CH:25]=[CH:24][C:23]2[C:22]3[C:17](=[CH:18][CH:19]=[CH:20][CH:21]=3)[C:16]([CH2:6][CH2:7][CH3:8])([CH2:3][CH2:4][CH3:5])[C:15]=2[CH:14]=1, predict the reactants needed to synthesize it. The reactants are: O1[CH2:5][CH2:4][CH2:3]C1.[CH3:6][C:7](C)([O-])[CH3:8].[K+].[Br:12][C:13]1[CH:25]=[CH:24][C:23]2[C:22]3[C:17](=[CH:18][CH:19]=[CH:20][CH:21]=3)[CH2:16][C:15]=2[CH:14]=1.C(Br)CC. (5) Given the product [CH3:15][O:14][C:11]1[CH:12]=[CH:13][C:8]([C:7]2[CH:6]=[CH:5][N:4]=[N:3][C:2]=2[C:16]#[N:17])=[CH:9][CH:10]=1, predict the reactants needed to synthesize it. The reactants are: Cl[C:2]1[N:3]=[N:4][CH:5]=[CH:6][C:7]=1[C:8]1[CH:13]=[CH:12][C:11]([O:14][CH3:15])=[CH:10][CH:9]=1.[CH3:16][N:17](C=O)C. (6) Given the product [C:1]([C:5]1[CH:6]=[C:7]([N+:16]([O-:18])=[O:17])[C:8]([O:14][CH3:15])=[C:9]([CH:13]=1)[C:10]([NH:27][CH:31]1[CH2:33][CH2:32]1)=[O:12])([CH3:2])([CH3:3])[CH3:4], predict the reactants needed to synthesize it. The reactants are: [C:1]([C:5]1[CH:6]=[C:7]([N+:16]([O-:18])=[O:17])[C:8]([O:14][CH3:15])=[C:9]([CH:13]=1)[C:10]([OH:12])=O)([CH3:4])([CH3:3])[CH3:2].C(Cl)(=O)C(Cl)=O.CC[N:27]([CH:31]([CH3:33])[CH3:32])C(C)C.C1(N)CC1.C(=O)(O)[O-].[Na+]. (7) Given the product [NH2:10][CH2:11][C:12]1[O:13][C:14]([CH3:24])=[C:15]([C:17]([C:19]2[S:20][CH:21]=[CH:22][N:23]=2)=[O:18])[N:16]=1, predict the reactants needed to synthesize it. The reactants are: C(OC(=O)[NH:10][CH2:11][C:12]1[O:13][C:14]([CH3:24])=[C:15]([C:17]([C:19]2[S:20][CH:21]=[CH:22][N:23]=2)=[O:18])[N:16]=1)C1C=CC=CC=1.Br.C(O)(=O)C. (8) Given the product [C:1]([C:3]1[C@@H:8]([C:9]2[CH:14]=[CH:13][C:12]([C:15]#[N:16])=[CH:11][C:10]=2[S:17]([CH3:20])(=[O:19])=[O:18])[N:7]([C:21]([NH:45][CH2:46][CH2:47][O:48][CH2:49][CH2:50][OH:51])=[O:22])[C:6](=[O:33])[N:5]([C:34]2[CH:39]=[CH:38][CH:37]=[C:36]([C:40]([F:42])([F:43])[F:41])[CH:35]=2)[C:4]=1[CH3:44])#[N:2], predict the reactants needed to synthesize it. The reactants are: [C:1]([C:3]1[C@@H:8]([C:9]2[CH:14]=[CH:13][C:12]([C:15]#[N:16])=[CH:11][C:10]=2[S:17]([CH3:20])(=[O:19])=[O:18])[N:7]([C:21](OC2C=CC([N+]([O-])=O)=CC=2)=[O:22])[C:6](=[O:33])[N:5]([C:34]2[CH:39]=[CH:38][CH:37]=[C:36]([C:40]([F:43])([F:42])[F:41])[CH:35]=2)[C:4]=1[CH3:44])#[N:2].[NH2:45][CH2:46][CH2:47][O:48][CH2:49][CH2:50][OH:51]. (9) Given the product [CH3:1][C:2]1[CH:7]=[C:6]([C:8]2[CH:9]=[CH:10][C:11]3[N:17]4[CH2:18][C@H:14]([CH2:15][CH2:16]4)[N:13]([C:21]([N:39]4[CH2:44][CH2:43][O:42][CH2:41][CH2:40]4)=[O:23])[C:12]=3[N:19]=2)[CH:5]=[CH:4][N:3]=1, predict the reactants needed to synthesize it. The reactants are: [CH3:1][C:2]1[CH:7]=[C:6]([C:8]2[CH:9]=[CH:10][C:11]3[N:17]4[CH2:18][C@H:14]([CH2:15][CH2:16]4)[NH:13][C:12]=3[N:19]=2)[CH:5]=[CH:4][N:3]=1.Cl[C:21](Cl)([O:23]C(=O)OC(Cl)(Cl)Cl)Cl.C(N(CC)CC)C.[NH:39]1[CH2:44][CH2:43][O:42][CH2:41][CH2:40]1.